From a dataset of Reaction yield outcomes from USPTO patents with 853,638 reactions. Predict the reaction yield, written as a fraction of the theoretical maximum amount of product (1.0 means a 100% yield; for example, 0.34 means a 34% yield). (1) The reactants are C[O:2][C:3]([C:5]1([CH2:10][CH2:11][CH2:12][CH2:13][S:14]([CH3:17])(=[O:16])=[O:15])[CH2:9][CH2:8][CH2:7][CH2:6]1)=[O:4].[OH-].[Na+]. The catalyst is C1COCC1.CO. The product is [CH3:17][S:14]([CH2:13][CH2:12][CH2:11][CH2:10][C:5]1([C:3]([OH:4])=[O:2])[CH2:9][CH2:8][CH2:7][CH2:6]1)(=[O:15])=[O:16]. The yield is 0.920. (2) The reactants are [Br:1][C:2]1[CH:7]=[C:6]([O:8][CH3:9])[CH:5]=[CH:4][C:3]=1[NH:10][C:11](=[NH:21])[CH2:12][C:13](=[O:20])[C:14]1[CH:19]=[CH:18][CH:17]=[CH:16][CH:15]=1.[C:22](OC)(=[O:25])[C:23]#[CH:24].C(OCC)C. The catalyst is CO. The product is [NH2:21][C:11]1[N:10]([C:3]2[CH:4]=[CH:5][C:6]([O:8][CH3:9])=[CH:7][C:2]=2[Br:1])[C:22](=[O:25])[CH:23]=[CH:24][C:12]=1[C:13](=[O:20])[C:14]1[CH:15]=[CH:16][CH:17]=[CH:18][CH:19]=1. The yield is 0.580. (3) The yield is 1.00. The catalyst is ClCCl. The product is [CH3:7][NH:6][C:10]1[N:15]=[C:14]([CH2:16][C:17]([O:19][CH2:20][CH3:21])=[O:18])[CH:13]=[CH:12][CH:11]=1. The reactants are C(O[N:6]([C:10]1[N:15]=[C:14]([CH2:16][C:17]([O:19][CH2:20][CH3:21])=[O:18])[CH:13]=[CH:12][CH:11]=1)[C:7](C)=O)(C)(C)C.FC(F)(F)C(O)=O. (4) The reactants are Br[C:2]1[CH:3]=[N:4][CH:5]=[CH:6][CH:7]=1.[NH2:8][C@H:9]1[C:18]2[C:13](=[CH:14][CH:15]=[C:16]([N:19]3[CH2:24][CH2:23][O:22][CH2:21][CH2:20]3)[CH:17]=2)[N:12]([C:25](=[O:27])[CH3:26])[C@@H:11]([CH3:28])[C@@H:10]1[CH3:29].CN(C1C(C2C(P(C3CCCCC3)C3CCCCC3)=CC=CC=2)=CC=CC=1)C.CC(C)([O-])C.[Na+]. The catalyst is O1CCOCC1.C1C=CC(/C=C/C(/C=C/C2C=CC=CC=2)=O)=CC=1.C1C=CC(/C=C/C(/C=C/C2C=CC=CC=2)=O)=CC=1.C1C=CC(/C=C/C(/C=C/C2C=CC=CC=2)=O)=CC=1.[Pd].[Pd]. The product is [CH3:28][C@H:11]1[C@H:10]([CH3:29])[C@@H:9]([NH:8][C:2]2[CH:3]=[N:4][CH:5]=[CH:6][CH:7]=2)[C:18]2[C:13](=[CH:14][CH:15]=[C:16]([N:19]3[CH2:20][CH2:21][O:22][CH2:23][CH2:24]3)[CH:17]=2)[N:12]1[C:25](=[O:27])[CH3:26]. The yield is 0.200. (5) The reactants are [BH4-].[Na+].[F:3][C:4]1[CH:5]=[C:6]([CH3:12])[C:7]([CH:10]=[O:11])=[N:8][CH:9]=1. The catalyst is CCO. The product is [F:3][C:4]1[CH:5]=[C:6]([CH3:12])[C:7]([CH2:10][OH:11])=[N:8][CH:9]=1. The yield is 0.510. (6) The reactants are [Cl:1][CH2:2][CH:3]1[C:11]2[C:10]3[CH:12]=[CH:13][C:14]([S:16]([NH:19][CH2:20][CH2:21][OH:22])(=[O:18])=[O:17])=[CH:15][C:9]=3[C:8]([N+:23]([O-:25])=[O:24])=[CH:7][C:6]=2[NH:5][CH2:4]1.Cl.[CH3:27][N:28]([CH3:44])[CH2:29][CH2:30][O:31][C:32]1[CH:33]=[C:34]2[C:38](=[CH:39][CH:40]=1)[NH:37][C:36]([C:41](O)=[O:42])=[CH:35]2.CCN=C=NCCCN(C)C. The catalyst is CC(N(C)C)=O. The product is [Cl:1][CH2:2][CH:3]1[C:11]2[C:10]3[CH:12]=[CH:13][C:14]([S:16]([NH:19][CH2:20][CH2:21][OH:22])(=[O:17])=[O:18])=[CH:15][C:9]=3[C:8]([N+:23]([O-:25])=[O:24])=[CH:7][C:6]=2[N:5]([C:41]([C:36]2[NH:37][C:38]3[C:34]([CH:35]=2)=[CH:33][C:32]([O:31][CH2:30][CH2:29][N:28]([CH3:44])[CH3:27])=[CH:40][CH:39]=3)=[O:42])[CH2:4]1. The yield is 0.210.